Dataset: Forward reaction prediction with 1.9M reactions from USPTO patents (1976-2016). Task: Predict the product of the given reaction. (1) Given the reactants [C:1]([O:5][C:6]([N:8]1[C:16]2[C:11](=[CH:12][CH:13]=[CH:14][CH:15]=2)[C:10]([CH2:17][C:18]([OH:20])=O)=[CH:9]1)=[O:7])([CH3:4])([CH3:3])[CH3:2].C1N=CN(C(N2C=NC=C2)=O)C=1.CCN(C(C)C)C(C)C.Cl.[NH2:43][CH2:44][C:45]([C:47]1[C:57]2=[C:58]3[C:53](=[CH:54][CH:55]=[CH:56]2)[CH2:52][CH2:51][CH2:50][N:49]3[CH:48]=1)=[O:46].[CH3:59][C:60]([O:63][C:64](O[C:64]([O:63][C:60]([CH3:62])([CH3:61])[CH3:59])=[O:65])=[O:65])([CH3:62])[CH3:61], predict the reaction product. The product is: [C:1]([O:5][C:6]([N:8]1[C:16]2[C:11](=[CH:12][CH:13]=[CH:14][CH:15]=2)[C:10]([CH2:17][C:18]([N:43]([C:64]([O:63][C:60]([CH3:62])([CH3:61])[CH3:59])=[O:65])[CH2:44][C:45]([C:47]2[C:57]3=[C:58]4[C:53](=[CH:54][CH:55]=[CH:56]3)[CH2:52][CH2:51][CH2:50][N:49]4[CH:48]=2)=[O:46])=[O:20])=[CH:9]1)=[O:7])([CH3:2])([CH3:4])[CH3:3]. (2) Given the reactants [CH3:1][O:2][C:3]1[CH:8]=[C:7]([O:9][CH3:10])[N:6]=[C:5]([N:11]2[C:20](=[O:21])[C:19]3[C:14](=[CH:15][C:16]([C:22](O)=[O:23])=[CH:17][CH:18]=3)[NH:13][C:12]2=[S:25])[N:4]=1.CN(C(ON1N=NC2C=CC=NC1=2)=[N+](C)C)C.F[P-](F)(F)(F)(F)F.CCN(C(C)C)C(C)C.Cl.[NH2:60][CH2:61][C:62]1[CH:71]=[CH:70][C:65]([C:66]([O:68]C)=[O:67])=[CH:64][CH:63]=1, predict the reaction product. The product is: [CH3:1][O:2][C:3]1[CH:8]=[C:7]([O:9][CH3:10])[N:6]=[C:5]([N:11]2[C:20](=[O:21])[C:19]3[C:14](=[CH:15][C:16]([C:22]([NH:60][CH2:61][C:62]4[CH:71]=[CH:70][C:65]([C:66]([OH:68])=[O:67])=[CH:64][CH:63]=4)=[O:23])=[CH:17][CH:18]=3)[NH:13][C:12]2=[S:25])[N:4]=1. (3) Given the reactants [NH:1]1[C:9]2[C:4](=[CH:5][CH:6]=[CH:7][CH:8]=2)[C:3]([C:10]#[N:11])=[CH:2]1.[CH2:12]([O:14][C:15](=[O:23])[C:16]1[CH:21]=[CH:20][CH:19]=[C:18](I)[CH:17]=1)[CH3:13].C(=O)([O-])[O-].[Cs+].[Cs+].C(OCC)(=O)C, predict the reaction product. The product is: [CH2:12]([O:14][C:15](=[O:23])[C:16]1[CH:21]=[CH:20][CH:19]=[C:18]([N:1]2[C:9]3[C:4](=[CH:5][CH:6]=[CH:7][CH:8]=3)[C:3]([C:10]#[N:11])=[CH:2]2)[CH:17]=1)[CH3:13]. (4) The product is: [O:1]1[C:5]2[CH:6]=[CH:7][CH:8]=[CH:9][C:4]=2[CH:3]=[C:2]1[S:10]([NH:13][C:14]1[CH:19]=[C:18]([Cl:20])[CH:17]=[CH:16][C:15]=1[S:21]([CH2:22][C:23]([OH:25])=[O:24])=[O:34])(=[O:11])=[O:12]. Given the reactants [O:1]1[C:5]2[CH:6]=[CH:7][CH:8]=[CH:9][C:4]=2[CH:3]=[C:2]1[S:10]([NH:13][C:14]1[CH:19]=[C:18]([Cl:20])[CH:17]=[CH:16][C:15]=1[S:21][CH2:22][C:23]([OH:25])=[O:24])(=[O:12])=[O:11].C1C=C(Cl)C=C(C(OO)=[O:34])C=1, predict the reaction product. (5) Given the reactants Br[C:2]1[CH:3]=[C:4]2[N:10]([CH:11]([C:13]3[CH:18]=[CH:17][CH:16]=[CH:15][N:14]=3)[CH3:12])[CH:9]=[CH:8][C:5]2=[N:6][CH:7]=1.[CH3:19][C:20]1([CH3:36])[C:24]([CH3:26])([CH3:25])[O:23][B:22]([B:22]2[O:23][C:24]([CH3:26])([CH3:25])[C:20]([CH3:36])([CH3:19])[O:21]2)[O:21]1.C([O-])(=O)C.[K+], predict the reaction product. The product is: [N:14]1[CH:15]=[CH:16][CH:17]=[CH:18][C:13]=1[CH:11]([N:10]1[C:4]2[C:5](=[N:6][CH:7]=[C:2]([B:22]3[O:23][C:24]([CH3:26])([CH3:25])[C:20]([CH3:36])([CH3:19])[O:21]3)[CH:3]=2)[CH:8]=[CH:9]1)[CH3:12].